This data is from Kinase inhibitor binding affinity data with 442 proteins and 68 drugs (Kd values). The task is: Regression. Given a target protein amino acid sequence and a drug SMILES string, predict the binding affinity score between them. We predict pKd (pKd = -log10(Kd in M); higher means stronger binding). Dataset: davis. The compound is CC1CCN(C(=O)CC#N)CC1N(C)c1ncnc2[nH]ccc12. The pKd is 5.0. The target protein (ERK4) has sequence MAEKGDCIASVYGYDLGGRFVDFQPLGFGVNGLVLSAVDSRACRKVAVKKIALSDARSMKHALREIKIIRRLDHDNIVKVYEVLGPKGTDLQGELFKFSVAYIVQEYMETDLARLLEQGTLAEEHAKLFMYQLLRGLKYIHSANVLHRDLKPANIFISTEDLVLKIGDFGLARIVDQHYSHKGYLSEGLVTKWYRSPRLLLSPNNYTKAIDMWAAGCILAEMLTGRMLFAGAHELEQMQLILETIPVIREEDKDELLRVMPSFVSSTWEVKRPLRKLLPEVNSEAIDFLEKILTFNPMDRLTAEMGLQHPYMSPYSCPEDEPTSQHPFRIEDEIDDIVLMAANQSQLSNWDTCSSRYPVSLSSDLEWRPDRCQDASEVQRDPRAGSAPLAEDVQVDPRKDSHSSSERFLEQSHSSMERAFEADYGRSCDYKVGSPSYLDKLLWRDNKPHHYSEPKLILDLSHWKQAAGAPPTATGLADTGAREDEPASLFLEIAQWVKST....